This data is from Forward reaction prediction with 1.9M reactions from USPTO patents (1976-2016). The task is: Predict the product of the given reaction. (1) Given the reactants [CH2:1]1[C:9]2[C:4](=[CH:5][CH:6]=[CH:7][CH:8]=2)[CH2:3][N:2]1[C:10]([NH:12][C:13]1[CH:22]=[CH:21][C:16]([C:17]([O:19]C)=[O:18])=[CH:15][CH:14]=1)=[O:11].CO.[OH-].[Li+], predict the reaction product. The product is: [CH2:1]1[C:9]2[C:4](=[CH:5][CH:6]=[CH:7][CH:8]=2)[CH2:3][N:2]1[C:10]([NH:12][C:13]1[CH:14]=[CH:15][C:16]([C:17]([OH:19])=[O:18])=[CH:21][CH:22]=1)=[O:11]. (2) Given the reactants [N:1]([CH2:4][CH2:5][O:6][CH2:7][CH2:8][O:9][CH2:10][CH2:11][O:12][CH2:13][CH2:14][NH:15][S:16]([C:19]1[CH:41]=[CH:40][C:22]([O:23][C:24]2[C:29]([F:30])=[CH:28][C:27](/[CH:31]=[C:32](\[CH3:38])/[C:33]([O:35][CH2:36][CH3:37])=[O:34])=[CH:26][C:25]=2[F:39])=[CH:21][CH:20]=1)(=[O:18])=[O:17])=[N+]=[N-].CP(C)C, predict the reaction product. The product is: [NH2:1][CH2:4][CH2:5][O:6][CH2:7][CH2:8][O:9][CH2:10][CH2:11][O:12][CH2:13][CH2:14][NH:15][S:16]([C:19]1[CH:41]=[CH:40][C:22]([O:23][C:24]2[C:25]([F:39])=[CH:26][C:27](/[CH:31]=[C:32](\[CH3:38])/[C:33]([O:35][CH2:36][CH3:37])=[O:34])=[CH:28][C:29]=2[F:30])=[CH:21][CH:20]=1)(=[O:18])=[O:17].